This data is from Catalyst prediction with 721,799 reactions and 888 catalyst types from USPTO. The task is: Predict which catalyst facilitates the given reaction. (1) Reactant: [Br:1][C:2]1[CH:3]=[C:4]2[C:9](=[C:10]([O:12][CH3:13])[CH:11]=1)[N:8]=[C:7]([C:14]1[CH:15]=[N:16][CH:17]=[CH:18][CH:19]=1)[N:6]=[C:5]2O.O=S(Cl)[Cl:23]. Product: [Br:1][C:2]1[CH:3]=[C:4]2[C:9](=[C:10]([O:12][CH3:13])[CH:11]=1)[N:8]=[C:7]([C:14]1[CH:15]=[N:16][CH:17]=[CH:18][CH:19]=1)[N:6]=[C:5]2[Cl:23]. The catalyst class is: 3. (2) Reactant: Br[C:2]1[CH:7]=[CH:6][C:5]([C@@H:8]([N:10]2[CH2:15][CH2:14][C@:13]([CH2:22][C:23]([CH3:27])([CH3:26])[C:24]#[N:25])([C:16]3[CH:21]=[CH:20][CH:19]=[CH:18][CH:17]=3)[O:12][C:11]2=[O:28])[CH3:9])=[CH:4][CH:3]=1.[CH3:29][C:30]1([CH3:46])[C:34]([CH3:36])([CH3:35])[O:33][B:32]([B:32]2[O:33][C:34]([CH3:36])([CH3:35])[C:30]([CH3:46])([CH3:29])[O:31]2)[O:31]1.CC([O-])=O.[K+]. Product: [CH3:26][C:23]([CH3:27])([CH2:22][C@@:13]1([C:16]2[CH:21]=[CH:20][CH:19]=[CH:18][CH:17]=2)[O:12][C:11](=[O:28])[N:10]([C@H:8]([C:5]2[CH:6]=[CH:7][C:2]([B:32]3[O:33][C:34]([CH3:36])([CH3:35])[C:30]([CH3:46])([CH3:29])[O:31]3)=[CH:3][CH:4]=2)[CH3:9])[CH2:15][CH2:14]1)[C:24]#[N:25]. The catalyst class is: 16. (3) Reactant: C(N(CC)CC)C.[C:8](Cl)(=[O:11])[O:9][CH3:10].[NH2:13][CH2:14][C@@H:15]1[C@@H:20]([C:21]2[CH:26]=[CH:25][CH:24]=[CH:23][C:22]=2[CH3:27])[CH2:19][CH2:18][N:17]([CH2:28][C:29]2[CH:34]=[CH:33][CH:32]=[CH:31][CH:30]=2)[CH2:16]1.[OH-].[Na+]. Product: [CH2:28]([N:17]1[CH2:18][CH2:19][C@H:20]([C:21]2[CH:26]=[CH:25][CH:24]=[CH:23][C:22]=2[CH3:27])[C@@H:15]([CH2:14][NH:13][C:8](=[O:11])[O:9][CH3:10])[CH2:16]1)[C:29]1[CH:30]=[CH:31][CH:32]=[CH:33][CH:34]=1. The catalyst class is: 22.